Dataset: Reaction yield outcomes from USPTO patents with 853,638 reactions. Task: Predict the reaction yield, written as a fraction of the theoretical maximum amount of product (1.0 means a 100% yield; for example, 0.34 means a 34% yield). The reactants are [O:1]1[CH2:6][CH2:5][N:4]([C:7](=O)[CH2:8][O:9][CH:10]2[CH2:15][CH2:14][N:13]([C:16]([O:18][C:19]([CH3:22])([CH3:21])[CH3:20])=[O:17])[CH2:12][CH2:11]2)[CH2:3][CH2:2]1. The catalyst is C1COCC1. The product is [O:1]1[CH2:6][CH2:5][N:4]([CH2:7][CH2:8][O:9][CH:10]2[CH2:11][CH2:12][N:13]([C:16]([O:18][C:19]([CH3:22])([CH3:21])[CH3:20])=[O:17])[CH2:14][CH2:15]2)[CH2:3][CH2:2]1. The yield is 0.770.